Dataset: Forward reaction prediction with 1.9M reactions from USPTO patents (1976-2016). Task: Predict the product of the given reaction. (1) Given the reactants [Br:1][C:2]1[CH:3]=[C:4]2[C:9](=[CH:10][CH:11]=1)[N:8]=[C:7](Cl)[CH:6]=[CH:5]2.C(N(CC)CC)C.[CH3:20][C@H:21]1[O:26][CH2:25][C@@H:24]([CH3:27])[NH:23][CH2:22]1, predict the reaction product. The product is: [Br:1][C:2]1[CH:3]=[C:4]2[C:9](=[CH:10][CH:11]=1)[N:8]=[C:7]([N:23]1[C@H:24]([CH3:27])[CH2:25][O:26][C@H:21]([CH3:20])[CH2:22]1)[CH:6]=[CH:5]2. (2) The product is: [F:37][C:35]1[CH:34]=[C:11]([CH:10]=[C:9]([F:8])[CH:36]=1)[CH2:12][C@H:13]([NH:30][C:31](=[O:33])[CH3:32])[C@H:14]([OH:29])[CH2:15][NH:16][C:17]1([CH3:28])[C:26]2[C:21](=[CH:22][CH:23]=[C:24]([CH2:2][C:3]([CH3:6])([CH3:5])[CH3:4])[CH:25]=2)[O:20][CH2:19][CH2:18]1. Given the reactants [Cl-].[CH2:2]([Zn+])[C:3]([CH3:6])([CH3:5])[CH3:4].[F:8][C:9]1[CH:10]=[C:11]([CH:34]=[C:35]([F:37])[CH:36]=1)[CH2:12][C@H:13]([NH:30][C:31](=[O:33])[CH3:32])[C@H:14]([OH:29])[CH2:15][NH:16][C:17]1([CH3:28])[C:26]2[C:21](=[CH:22][CH:23]=[C:24](I)[CH:25]=2)[O:20][CH2:19][CH2:18]1, predict the reaction product. (3) Given the reactants [C:1]([C:5]1[N:10]=[C:9]2[NH:11][N:12]=[CH:13][C:8]2=[C:7]([N:14]2[CH2:18][CH2:17][C@H:16]([O:19][Si:20]([C:23]([CH3:26])([CH3:25])[CH3:24])([CH3:22])[CH3:21])[CH2:15]2)[N:6]=1)([CH3:4])([CH3:3])[CH3:2].Cl[CH2:28][C:29]1[C:33]([CH3:34])=[N:32][O:31][N:30]=1.CC(C)([O-])C.[K+], predict the reaction product. The product is: [C:1]([C:5]1[N:10]=[C:9]2[N:11]([CH2:28][C:29]3[C:33]([CH3:34])=[N:32][O:31][N:30]=3)[N:12]=[CH:13][C:8]2=[C:7]([N:14]2[CH2:18][CH2:17][C@H:16]([O:19][Si:20]([C:23]([CH3:26])([CH3:25])[CH3:24])([CH3:21])[CH3:22])[CH2:15]2)[N:6]=1)([CH3:4])([CH3:2])[CH3:3]. (4) Given the reactants [N+:1]([C:4]1[CH:15]=[CH:14][C:13]([O:16][C:17]2[CH:22]=[CH:21][CH:20]=[CH:19][CH:18]=2)=[CH:12][C:5]=1[C:6]([NH:8][CH:9]([CH3:11])[CH3:10])=[O:7])([O-])=O, predict the reaction product. The product is: [NH2:1][C:4]1[CH:15]=[CH:14][C:13]([O:16][C:17]2[CH:22]=[CH:21][CH:20]=[CH:19][CH:18]=2)=[CH:12][C:5]=1[C:6]([NH:8][CH:9]([CH3:10])[CH3:11])=[O:7]. (5) The product is: [N:1]1([C:6]2[CH:7]=[C:8]([C:12]([OH:14])=[O:13])[CH:9]=[N:10][CH:11]=2)[CH:5]=[CH:4][CH:3]=[N:2]1. Given the reactants [N:1]1([C:6]2[CH:7]=[C:8]([C:12]([O:14]CC)=[O:13])[CH:9]=[N:10][CH:11]=2)[CH:5]=[CH:4][CH:3]=[N:2]1.C(C1NN=C(C)C=1C(O)=O)(C)C, predict the reaction product. (6) The product is: [F:33][C:31]([F:32])([F:34])[C:29]1[CH:30]=[C:25]([CH2:24][O:23][C@@H:10]2[CH2:11][CH2:12][C@@H:13]3[NH:8][C@@:9]2([C:39]2[CH:40]=[CH:41][CH:42]=[CH:43][CH:44]=2)[CH2:15][C@@:14]3([F:22])[C:16]2[N:17]=[N:18][N:19]([CH3:21])[N:20]=2)[CH:26]=[C:27]([C:35]([F:38])([F:37])[F:36])[CH:28]=1. Given the reactants C([N:8]1[C@@H:13]2[C@:14]([F:22])([C:16]3[N:17]=[N:18][N:19]([CH3:21])[N:20]=3)[CH2:15][C@@:9]1([C:39]1[CH:44]=[CH:43][CH:42]=[CH:41][CH:40]=1)[C@H:10]([O:23][CH2:24][C:25]1[CH:30]=[C:29]([C:31]([F:34])([F:33])[F:32])[CH:28]=[C:27]([C:35]([F:38])([F:37])[F:36])[CH:26]=1)[CH2:11][CH2:12]2)C1C=CC=CC=1.Cl, predict the reaction product. (7) Given the reactants [F:1][C:2]1[CH:3]=[CH:4][C:5]2[O:10][C@H:9]([CH2:11][OH:12])[CH2:8][N:7]([CH3:13])[C:6]=2[CH:14]=1.FC1C=CC(F)=CC=1N.C(N(CC)CC)C.[N+:31]([C:34]1[CH:39]=[CH:38][C:37]([S:40](Cl)(=[O:42])=[O:41])=[CH:36][CH:35]=1)([O-:33])=[O:32], predict the reaction product. The product is: [N+:31]([C:34]1[CH:35]=[CH:36][C:37]([S:40]([O:12][CH2:11][C@@H:9]2[CH2:8][N:7]([CH3:13])[C:6]3[CH:14]=[C:2]([F:1])[CH:3]=[CH:4][C:5]=3[O:10]2)(=[O:42])=[O:41])=[CH:38][CH:39]=1)([O-:33])=[O:32]. (8) Given the reactants [Br:1][C:2]1[CH:13]=[N:12][C:5]2=[N:6][C:7](Cl)=[C:8]([Cl:10])[N:9]=[C:4]2[CH:3]=1.[CH3:14][N:15]([C@@H:23]1[CH2:27][CH2:26][NH:25][CH2:24]1)[C:16](=[O:22])[O:17][C:18]([CH3:21])([CH3:20])[CH3:19], predict the reaction product. The product is: [Br:1][C:2]1[CH:13]=[N:12][C:5]2=[N:6][C:7]([N:25]3[CH2:26][CH2:27][C@@H:23]([N:15]([CH3:14])[C:16](=[O:22])[O:17][C:18]([CH3:19])([CH3:20])[CH3:21])[CH2:24]3)=[C:8]([Cl:10])[N:9]=[C:4]2[CH:3]=1. (9) Given the reactants [N:1]1[CH:6]=[CH:5][CH:4]=[C:3]([CH:7]=[C:8]2[C:16]3[C:11](=[N:12][CH:13]=[C:14]([C:17]4[CH:22]=[C:21]([O:23][CH3:24])[C:20]([O:25][CH3:26])=[C:19]([O:27][CH3:28])[CH:18]=4)[CH:15]=3)[NH:10][C:9]2=[O:29])[CH:2]=1.C([O-])=O.[NH4+], predict the reaction product. The product is: [N:1]1[CH:6]=[CH:5][CH:4]=[C:3]([CH2:7][CH:8]2[C:16]3[C:11](=[N:12][CH:13]=[C:14]([C:17]4[CH:22]=[C:21]([O:23][CH3:24])[C:20]([O:25][CH3:26])=[C:19]([O:27][CH3:28])[CH:18]=4)[CH:15]=3)[NH:10][C:9]2=[O:29])[CH:2]=1. (10) The product is: [Cl:20][C:19]([Cl:22])([Cl:21])[C:23]([NH:1][C:2]1[CH:9]=[CH:8][CH:7]=[C:6]([O:10][CH3:11])[C:3]=1[CH:4]=[O:5])=[O:24]. Given the reactants [NH2:1][C:2]1[CH:9]=[CH:8][CH:7]=[C:6]([O:10][CH3:11])[C:3]=1[CH:4]=[O:5].C(N(CC)CC)C.[C:19]([C:23](Cl)=[O:24])([Cl:22])([Cl:21])[Cl:20], predict the reaction product.